Task: Predict which catalyst facilitates the given reaction.. Dataset: Catalyst prediction with 721,799 reactions and 888 catalyst types from USPTO (1) Reactant: N#N.[NH:3]1[C:7]2[CH:8]=[CH:9][CH:10]=[CH:11][C:6]=2[N:5]=[C:4]1[CH:12]([NH2:24])[CH2:13][C:14]1[CH:19]=[C:18]([F:20])[C:17]([O:21][CH3:22])=[CH:16][C:15]=1[F:23].[C:25](N1C=CN=C1)(N1C=CN=C1)=[O:26].O. Product: [F:23][C:15]1[CH:16]=[C:17]([O:21][CH3:22])[C:18]([F:20])=[CH:19][C:14]=1[CH2:13][CH:12]1[C:4]2=[N:5][C:6]3[CH:11]=[CH:10][CH:9]=[CH:8][C:7]=3[N:3]2[C:25](=[O:26])[NH:24]1. The catalyst class is: 1. (2) Reactant: [O:1]=[C:2]1[CH2:14][CH2:13][CH:12]=[CH:11][CH2:10][C@@H:9]([NH:15]C(=O)OC(C)(C)C)[C:8](=[O:23])[O:7][CH2:6][CH2:5][C@@H:4]([C:24]2[CH:29]=[CH:28][CH:27]=[CH:26][CH:25]=2)[NH:3]1.FC(F)(F)C(O)=O.C([SiH](CC)CC)C. Product: [NH2:15][C@H:9]1[C:8](=[O:23])[O:7][CH2:6][CH2:5][C@@H:4]([C:24]2[CH:25]=[CH:26][CH:27]=[CH:28][CH:29]=2)[NH:3][C:2](=[O:1])[CH2:14][CH2:13][CH:12]=[CH:11][CH2:10]1. The catalyst class is: 2. (3) Reactant: [O:1]1[C:3]2([CH2:8][CH2:7][N:6]([C:9]([O:11][C:12]([CH3:15])([CH3:14])[CH3:13])=[O:10])[CH2:5][CH2:4]2)[CH2:2]1.[NH:16]1[CH:20]=[CH:19][N:18]=[CH:17]1.[Na].C(OCC)(=O)C. Product: [OH:1][C:3]1([CH2:2][N:16]2[CH:20]=[CH:19][N:18]=[CH:17]2)[CH2:8][CH2:7][N:6]([C:9]([O:11][C:12]([CH3:15])([CH3:14])[CH3:13])=[O:10])[CH2:5][CH2:4]1. The catalyst class is: 9. (4) Reactant: [CH:1]([N:4]1[CH2:9][C@H:8]2[CH2:10][C@@H:5]1[CH2:6][N:7]2[C:11]1[CH:17]=[CH:16][C:14]([NH2:15])=[CH:13][CH:12]=1)([CH3:3])[CH3:2].[Br:18][C:19]1[N:24]2[N:25]=[CH:26][N:27]=[C:23]2[C:22](Br)=[N:21][CH:20]=1. Product: [Br:18][C:19]1[N:24]2[N:25]=[CH:26][N:27]=[C:23]2[C:22]([NH:15][C:14]2[CH:13]=[CH:12][C:11]([N:7]3[CH2:6][C@H:5]4[CH2:10][C@@H:8]3[CH2:9][N:4]4[CH:1]([CH3:3])[CH3:2])=[CH:17][CH:16]=2)=[N:21][CH:20]=1. The catalyst class is: 66.